Dataset: Forward reaction prediction with 1.9M reactions from USPTO patents (1976-2016). Task: Predict the product of the given reaction. (1) Given the reactants [C:1]([C:3]1[CH:4]=[C:5]2[C:9](=[CH:10][CH:11]=1)[NH:8][CH:7]=[C:6]2[CH2:12][CH2:13][CH2:14][CH2:15][N:16]1[CH2:21][CH2:20][N:19]([C:22]2[CH:23]=[CH:24][C:25]3[O:29][C:28]([C:30](=[O:32])[NH2:31])=[CH:27][C:26]=3[CH:33]=2)[CH2:18][CH2:17]1)#[N:2].[ClH:34].[CH:35]([OH:38])([CH3:37])C.C(OCC)(=O)C, predict the reaction product. The product is: [ClH:34].[C:1]([C:3]1[CH:4]=[C:5]2[C:9](=[CH:10][CH:11]=1)[NH:8][CH:7]=[C:6]2[CH2:12][CH2:13][CH2:14][CH2:15][N:16]1[CH2:17][CH2:18][N:19]([C:22]2[CH:23]=[CH:24][C:25]3[O:29][C:28]([C:30](=[O:32])[NH2:31])=[CH:27][C:26]=3[CH:33]=2)[CH2:20][CH2:21]1)#[N:2].[CH2:35]([OH:38])[C:37]1[CH:5]=[CH:4][CH:3]=[CH:11][CH:10]=1. (2) Given the reactants [CH2:1]([C:3]1[CH:11]=[CH:10][C:6]([CH2:7][C:8]#[N:9])=[CH:5][CH:4]=1)[CH3:2].[CH2:12](O)[CH2:13][CH3:14].[OH-].[K+], predict the reaction product. The product is: [CH2:1]([C:3]1[CH:11]=[CH:10][C:6]([CH:7]([CH2:12][CH2:13][CH3:14])[C:8]#[N:9])=[CH:5][CH:4]=1)[CH3:2]. (3) Given the reactants [C:1]([O:5][C:6](=[O:25])[N:7]([S:13]([C:16]1[CH:21]=[C:20]([Cl:22])[C:19](F)=[CH:18][C:17]=1[F:24])(=[O:15])=[O:14])[C:8]1[N:9]=[CH:10][S:11][CH:12]=1)([CH3:4])([CH3:3])[CH3:2].[CH2:26]([N:28]1[C:32]([C@H:33]2[CH2:38][CH2:37][CH2:36]C[C@@H:34]2[OH:39])=[CH:31][CH:30]=[N:29]1)[CH3:27].[H-].[Na+], predict the reaction product. The product is: [C:1]([O:5][C:6](=[O:25])[N:7]([S:13]([C:16]1[CH:21]=[C:20]([Cl:22])[C:19]([O:39][C@H:34]2[CH2:36][CH2:37][CH2:38][C@@H:33]2[C:32]2[N:28]([CH2:26][CH3:27])[N:29]=[CH:30][CH:31]=2)=[CH:18][C:17]=1[F:24])(=[O:15])=[O:14])[C:8]1[N:9]=[CH:10][S:11][CH:12]=1)([CH3:4])([CH3:3])[CH3:2]. (4) Given the reactants [Br:1][C:2]1[CH:6]=[C:5](/[CH:7]=[N:8]/[S:9]([C:11]([CH3:14])([CH3:13])[CH3:12])=[O:10])[O:4][N:3]=1.CC(C[AlH]CC(C)C)C, predict the reaction product. The product is: [Br:1][C:2]1[CH:6]=[C:5]([CH2:7][NH:8][S:9]([C:11]([CH3:14])([CH3:13])[CH3:12])=[O:10])[O:4][N:3]=1.